This data is from Full USPTO retrosynthesis dataset with 1.9M reactions from patents (1976-2016). The task is: Predict the reactants needed to synthesize the given product. (1) Given the product [CH3:30][O:29][C:23]1[CH:22]=[C:21]([CH:26]=[C:25]([O:27][CH3:28])[CH:24]=1)[CH2:20][C:19]1[C:3]2[C:4](=[O:18])[N:5]([C:12]3[CH:13]=[CH:14][CH:15]=[CH:16][CH:17]=3)[C:6]3[N:7]=[CH:8][CH:9]=[CH:10][C:11]=3[C:2]=2[NH:34][N:33]=1, predict the reactants needed to synthesize it. The reactants are: O[C:2]1[C:11]2[C:6](=[N:7][CH:8]=[CH:9][CH:10]=2)[N:5]([C:12]2[CH:17]=[CH:16][CH:15]=[CH:14][CH:13]=2)[C:4](=[O:18])[C:3]=1[C:19](=O)[CH2:20][C:21]1[CH:26]=[C:25]([O:27][CH3:28])[CH:24]=[C:23]([O:29][CH3:30])[CH:22]=1.O.[NH2:33][NH2:34]. (2) Given the product [N+:24]([C:21]1[CH:22]=[CH:23][C:18]([N:1]2[CH2:5][CH2:4][CH2:3][CH:2]2[CH:6]2[CH2:10][CH2:9][CH2:8][N:7]2[C:18]2[CH:23]=[CH:22][C:21]([N+:24]([O-:26])=[O:25])=[CH:20][CH:19]=2)=[CH:19][CH:20]=1)([O-:26])=[O:25], predict the reactants needed to synthesize it. The reactants are: [NH:1]1[CH2:5][CH2:4][CH2:3][CH:2]1[CH:6]1[CH2:10][CH2:9][CH2:8][NH:7]1.C(=O)([O-])[O-].[K+].[K+].F[C:18]1[CH:23]=[CH:22][C:21]([N+:24]([O-:26])=[O:25])=[CH:20][CH:19]=1. (3) The reactants are: [NH2:1][C:2]1[N:7]=[CH:6][N:5]=[C:4]([NH:8][C@H:9]([C:11]2[C:20]([C:21]([OH:23])=O)=[CH:19][C:18]3[C:13](=[CH:14][CH:15]=[C:16]([F:24])[CH:17]=3)[N:12]=2)[CH3:10])[C:3]=1[C:25]#[N:26].[CH2:27]([NH2:29])[CH3:28].C(N(CC)CC)C.CCCP(=O)=O. Given the product [NH2:1][C:2]1[N:7]=[CH:6][N:5]=[C:4]([NH:8][C@H:9]([C:11]2[C:20]([C:21]([NH:29][CH2:27][CH3:28])=[O:23])=[CH:19][C:18]3[C:13](=[CH:14][CH:15]=[C:16]([F:24])[CH:17]=3)[N:12]=2)[CH3:10])[C:3]=1[C:25]#[N:26], predict the reactants needed to synthesize it. (4) Given the product [CH3:16][NH:17][C:18]1[CH:27]=[CH:26][C:25]2[C:20](=[CH:21][C:22]([C:28]([OH:30])=[O:29])=[CH:23][CH:24]=2)[N:19]=1, predict the reactants needed to synthesize it. The reactants are: C(C1NC2C(C=1)=CC=C(C(O)=O)C=2)(=O)N.[CH3:16][NH:17][C:18]1[CH:27]=[CH:26][C:25]2[C:20](=[CH:21][C:22]([C:28]([O:30]CC)=[O:29])=[CH:23][CH:24]=2)[N:19]=1. (5) Given the product [C:25]([O:19][C:16]1[CH:17]=[CH:18][C:13]([CH:12]=[CH:11][C:10](=[O:22])[CH:9]=[CH:8][C:5]2[CH:6]=[CH:7][C:2]([O:1][C:36](=[O:38])[CH3:37])=[C:3]([O:23][CH3:24])[CH:4]=2)=[CH:14][C:15]=1[O:20][CH3:21])(=[O:27])[CH3:26], predict the reactants needed to synthesize it. The reactants are: [OH:1][C:2]1[CH:7]=[CH:6][C:5]([CH:8]=[CH:9][C:10](=[O:22])[CH:11]=[CH:12][C:13]2[CH:18]=[CH:17][C:16]([OH:19])=[C:15]([O:20][CH3:21])[CH:14]=2)=[CH:4][C:3]=1[O:23][CH3:24].[C:25](OC(=O)C)(=[O:27])[CH3:26].N1[CH:37]=[CH:36]C=CC=1.[OH2:38]. (6) The reactants are: Cl[C:2]1[N:7]=[C:6]([CH2:8][CH2:9][C:10]2[CH:15]=[CH:14][CH:13]=[CH:12][C:11]=2[C:16]2([C:19]([NH2:21])=[O:20])[CH2:18][CH2:17]2)[C:5]([Cl:22])=[CH:4][N:3]=1.[NH2:23][C:24]1[C:25]([CH3:36])=[N:26][N:27](C(OC(C)(C)C)=O)[CH:28]=1.NC1C=NN(C(OC(C)(C)C)=O)C=1C.O.C1(C)C=CC(S(O)(=O)=O)=CC=1. Given the product [Cl:22][C:5]1[C:6]([CH2:8][CH2:9][C:10]2[CH:15]=[CH:14][CH:13]=[CH:12][C:11]=2[C:16]2([C:19]([NH2:21])=[O:20])[CH2:18][CH2:17]2)=[N:7][C:2]([NH:23][C:24]2[C:25]([CH3:36])=[N:26][NH:27][CH:28]=2)=[N:3][CH:4]=1, predict the reactants needed to synthesize it. (7) Given the product [C:1]([O:5][C:6]([N:8]1[CH2:22][C@@H:21]([CH3:23])[N:11]2[C:12]3[CH:13]=[C:14]([CH3:20])[CH:15]=[CH:16][C:17]=3[CH:18]=[C:10]2[CH2:9]1)=[O:7])([CH3:4])([CH3:2])[CH3:3], predict the reactants needed to synthesize it. The reactants are: [C:1]([O:5][C:6]([N:8]1[CH2:22][C@@H:21]([CH3:23])[N:11]2[C:12]3[CH:13]=[C:14]([CH3:20])[C:15](Br)=[CH:16][C:17]=3[CH:18]=[C:10]2[CH2:9]1)=[O:7])([CH3:4])([CH3:3])[CH3:2].[H][H].